Dataset: Full USPTO retrosynthesis dataset with 1.9M reactions from patents (1976-2016). Task: Predict the reactants needed to synthesize the given product. (1) Given the product [F:1][C:2]1[CH:7]=[CH:6][CH:5]=[C:4]2[C:3]=1[CH:11]=[C:12]([C:13]([OH:15])=[O:14])[NH:8]2, predict the reactants needed to synthesize it. The reactants are: [F:1][C:2]1[CH:7]=[CH:6][CH:5]=[C:4]([N+:8]([O-])=O)[C:3]=1[CH2:11][C:12](=O)[C:13]([OH:15])=[O:14]. (2) Given the product [C:21]([O:25][C:26]1[C:27]([CH2:32][N:2]2[CH2:3][CH2:4][CH:5]([C:8](=[O:20])[CH2:9][C:10]3[CH:15]=[CH:14][CH:13]=[CH:12][C:11]=3[C:16]([F:18])([F:19])[F:17])[CH2:6][CH2:7]2)=[N:28][CH:29]=[CH:30][N:31]=1)([CH3:24])([CH3:23])[CH3:22], predict the reactants needed to synthesize it. The reactants are: Cl.[NH:2]1[CH2:7][CH2:6][CH:5]([C:8](=[O:20])[CH2:9][C:10]2[CH:15]=[CH:14][CH:13]=[CH:12][C:11]=2[C:16]([F:19])([F:18])[F:17])[CH2:4][CH2:3]1.[C:21]([O:25][C:26]1[C:27]([CH:32]=O)=[N:28][CH:29]=[CH:30][N:31]=1)([CH3:24])([CH3:23])[CH3:22].C(O[BH-](OC(=O)C)OC(=O)C)(=O)C.[Na+].[OH-].[Na+]. (3) Given the product [Cl:1][C:2]1[N:7]=[C:6]2[N:8]([CH:18]3[CH2:23][CH2:22][N:21]([C:24]([O:26][C:27]([CH3:30])([CH3:29])[CH3:28])=[O:25])[CH2:20][CH2:19]3)[N:9]=[CH:10][C:5]2=[C:4]([C:11]2[CH2:12][CH2:13][O:14][CH2:15][CH:16]=2)[N:3]=1, predict the reactants needed to synthesize it. The reactants are: [Cl:1][C:2]1[N:7]=[C:6]2[NH:8][N:9]=[CH:10][C:5]2=[C:4]([C:11]2[CH2:12][CH2:13][O:14][CH2:15][CH:16]=2)[N:3]=1.O[CH:18]1[CH2:23][CH2:22][N:21]([C:24]([O:26][C:27]([CH3:30])([CH3:29])[CH3:28])=[O:25])[CH2:20][CH2:19]1.